This data is from Reaction yield outcomes from USPTO patents with 853,638 reactions. The task is: Predict the reaction yield, written as a fraction of the theoretical maximum amount of product (1.0 means a 100% yield; for example, 0.34 means a 34% yield). (1) The reactants are [Cl:1][C:2]1[CH:7]=[CH:6][C:5]([NH:8][C:9](=[O:14])[C:10]([CH3:13])([CH3:12])[CH3:11])=[CH:4][C:3]=1[C:15]([F:18])([F:17])[F:16].[CH2:19]([Li])CCC.IC. The catalyst is C1COCC1.O.CCOCC. The product is [Cl:1][C:2]1[CH:7]=[CH:6][C:5]([NH:8][C:9](=[O:14])[C:10]([CH3:11])([CH3:12])[CH3:13])=[C:4]([CH3:19])[C:3]=1[C:15]([F:16])([F:17])[F:18]. The yield is 0.670. (2) The reactants are [CH3:1][O:2][C:3]1[C:8]([CH2:9][N:10]2[CH2:15][CH2:14][C:13]([CH2:21][CH2:22][C:23]3[CH:28]=[CH:27][CH:26]=[CH:25][CH:24]=3)([C:16](OCC)=[O:17])[CH2:12][CH2:11]2)=[CH:7][CH:6]=[CH:5][N:4]=1.[H-].C([Al+]CC(C)C)C(C)C.O.O.O.O.C(C(C(C([O-])=O)O)O)([O-])=O.[Na+].[K+].C(OCC)(=O)C. The catalyst is C(OCC)C. The product is [CH3:1][O:2][C:3]1[C:8]([CH2:9][N:10]2[CH2:11][CH2:12][C:13]([CH2:21][CH2:22][C:23]3[CH:24]=[CH:25][CH:26]=[CH:27][CH:28]=3)([CH2:16][OH:17])[CH2:14][CH2:15]2)=[CH:7][CH:6]=[CH:5][N:4]=1. The yield is 0.790. (3) The reactants are [F:1][C:2]1[C:3]([NH:25][C:26]2[CH:31]=[CH:30][C:29]([I:32])=[CH:28][C:27]=2[F:33])=[C:4]([C:9]([N:11]2[CH2:14][C:13]([CH2:16][NH:17]/[C:18](/SC)=[CH:19]/[N+:20]([O-:22])=[O:21])([OH:15])[CH2:12]2)=[O:10])[CH:5]=[CH:6][C:7]=1[F:8].[OH-].[NH4+:35].[ClH:36].O1CCOCC1. The catalyst is C(O)C.CO. The product is [ClH:36].[NH2:35]/[C:18](/[NH:17][CH2:16][C:13]1([OH:15])[CH2:14][N:11]([C:9]([C:4]2[CH:5]=[CH:6][C:7]([F:8])=[C:2]([F:1])[C:3]=2[NH:25][C:26]2[CH:31]=[CH:30][C:29]([I:32])=[CH:28][C:27]=2[F:33])=[O:10])[CH2:12]1)=[CH:19]\[N+:20]([O-:22])=[O:21]. The yield is 0.870. (4) The reactants are [CH2:1]([C:3]1[C:8](=[O:9])[NH:7][C:6]([CH3:10])=[C:5]([C:11]2[S:15][C:14]([S:16]([Cl:19])(=[O:18])=[O:17])=[CH:13][CH:12]=2)[CH:4]=1)[CH3:2].[CH3:20][N:21]([CH3:25])[CH2:22][CH2:23][NH2:24]. No catalyst specified. The product is [ClH:19].[CH3:20][N:21]([CH3:25])[CH2:22][CH2:23][NH:24][S:16]([C:14]1[S:15][C:11]([C:5]2[CH:4]=[C:3]([CH2:1][CH3:2])[C:8](=[O:9])[NH:7][C:6]=2[CH3:10])=[CH:12][CH:13]=1)(=[O:18])=[O:17]. The yield is 0.443. (5) The reactants are [Cl:1][C:2]1[C:11](Cl)=[N:10][C:9]2[C:4](=[CH:5][CH:6]=[CH:7][CH:8]=2)[N:3]=1.C[N:14](C=O)C. The catalyst is O. The product is [Cl:1][C:2]1[C:11]([NH2:14])=[N:10][C:9]2[C:4]([N:3]=1)=[CH:5][CH:6]=[CH:7][CH:8]=2. The yield is 0.530.